From a dataset of Full USPTO retrosynthesis dataset with 1.9M reactions from patents (1976-2016). Predict the reactants needed to synthesize the given product. (1) Given the product [ClH:36].[ClH:36].[N:1]1[CH:6]=[CH:5][CH:4]=[CH:3][C:2]=1[CH2:7][CH2:8][C:9]1[N:13]([C:14]2[CH:15]=[CH:16][C:17]([C:20]3[C:21]4[CH:35]=[CH:34][C:33]5[C:28](=[CH:29][CH:30]=[CH:31][CH:32]=5)[C:22]=4[NH:23][C:24](=[O:27])[CH2:25][N:26]=3)=[CH:18][CH:19]=2)[N:12]=[N:11][N:10]=1, predict the reactants needed to synthesize it. The reactants are: [N:1]1[CH:6]=[CH:5][CH:4]=[CH:3][C:2]=1[CH2:7][CH2:8][C:9]1[N:13]([C:14]2[CH:19]=[CH:18][C:17]([C:20]3[C:21]4[CH:35]=[CH:34][C:33]5[C:28](=[CH:29][CH:30]=[CH:31][CH:32]=5)[C:22]=4[NH:23][C:24](=[O:27])[CH2:25][N:26]=3)=[CH:16][CH:15]=2)[N:12]=[N:11][N:10]=1.[ClH:36]. (2) Given the product [CH:1]1([O:6][C:7]2[CH:8]=[C:9]([CH:12]=[CH:13][C:14]=2[O:15][CH3:16])[C:10]([OH:18])=[O:11])[CH2:2][CH:3]=[CH:4][CH2:5]1, predict the reactants needed to synthesize it. The reactants are: [CH:1]1([O:6][C:7]2[CH:8]=[C:9]([CH:12]=[CH:13][C:14]=2[O:15][CH3:16])[CH:10]=[O:11])[CH2:5][CH:4]=[CH:3][CH2:2]1.Cl([O-])=[O:18].[Na+].P([O-])(O)(O)=O.[Na+].